From a dataset of Forward reaction prediction with 1.9M reactions from USPTO patents (1976-2016). Predict the product of the given reaction. (1) Given the reactants [F:1][C:2]1[CH:10]=[C:9]2[C:5]([CH:6]=[CH:7][NH:8]2)=[CH:4][C:3]=1[C:11]([F:14])([F:13])[F:12].[C:15](=O)([O-])[O-].[K+].[K+].IC, predict the reaction product. The product is: [F:1][C:2]1[CH:10]=[C:9]2[C:5]([CH:6]=[CH:7][N:8]2[CH3:15])=[CH:4][C:3]=1[C:11]([F:14])([F:12])[F:13]. (2) Given the reactants [CH:1]([O:4][C:5]([N:7]1[CH2:12][CH2:11][CH:10]([CH:13]2[CH2:17][C:16]3[CH:18]=[C:19](Br)[CH:20]=[CH:21][C:15]=3[O:14]2)[CH2:9][CH2:8]1)=[O:6])([CH3:3])[CH3:2].[Cl:23][C:24]1[CH:29]=[C:28]([CH3:30])[C:27](B(O)O)=[CH:26][N:25]=1, predict the reaction product. The product is: [CH:1]([O:4][C:5]([N:7]1[CH2:12][CH2:11][CH:10]([CH:13]2[CH2:17][C:16]3[CH:18]=[C:19]([C:27]4[CH:26]=[N:25][C:24]([Cl:23])=[CH:29][C:28]=4[CH3:30])[CH:20]=[CH:21][C:15]=3[O:14]2)[CH2:9][CH2:8]1)=[O:6])([CH3:3])[CH3:2]. (3) Given the reactants [Br:1][C:2]1[C:3]([CH3:11])=[C:4]([Cl:10])[C:5]([CH3:9])=[N+:6]([O-])[CH:7]=1.ClCCl.FC(F)(F)C(OC(=O)C(F)(F)F)=[O:18].C(=O)([O-])[O-].[K+].[K+].[OH-].[Na+].O.Cl.C(=O)(O)[O-].[Na+], predict the reaction product. The product is: [Br:1][C:2]1[C:3]([CH3:11])=[C:4]([Cl:10])[C:5]([CH2:9][OH:18])=[N:6][CH:7]=1. (4) Given the reactants [Br:1][C:2]1[CH:3]=[C:4]2[C:9](=[C:10]([C:12]([OH:14])=[O:13])[CH:11]=1)[O:8][C:7]([CH3:16])([CH3:15])[CH2:6][C:5]2([CH3:18])[CH3:17].C(N(CC)CC)C.Cl[C:27]1C=C(Cl)C=[C:32](Cl)[C:28]=1[C:29](Cl)=O.CC(O)(C)C, predict the reaction product. The product is: [C:28]([O:13][C:12]([C:10]1[CH:11]=[C:2]([Br:1])[CH:3]=[C:4]2[C:9]=1[O:8][C:7]([CH3:16])([CH3:15])[CH2:6][C:5]2([CH3:18])[CH3:17])=[O:14])([CH3:32])([CH3:29])[CH3:27]. (5) Given the reactants [CH3:1][O:2][C:3]1[CH:8]=[CH:7][C:6]([CH2:9][C:10]([N:12]([CH2:19][C:20]2[CH:25]=[CH:24][C:23]([CH3:26])=[CH:22][CH:21]=2)[CH:13]2[CH2:18][CH2:17][NH:16][CH2:15][CH2:14]2)=[O:11])=[CH:5][CH:4]=1.[CH:27]1(Br)[CH2:31][CH2:30][CH2:29][CH2:28]1, predict the reaction product. The product is: [CH3:1][O:2][C:3]1[CH:4]=[CH:5][C:6]([CH2:9][C:10]([N:12]([CH2:19][C:20]2[CH:21]=[CH:22][C:23]([CH3:26])=[CH:24][CH:25]=2)[CH:13]2[CH2:14][CH2:15][N:16]([CH:27]3[CH2:31][CH2:30][CH2:29][CH2:28]3)[CH2:17][CH2:18]2)=[O:11])=[CH:7][CH:8]=1. (6) Given the reactants [BH4-].[Na+].[F:3][C:4]1[C:5]([NH:23][C:24]2[CH:29]=[CH:28][C:27]([I:30])=[CH:26][C:25]=2[F:31])=[C:6]([CH:14]=[C:15](/[CH:18]=[N:19]/[CH2:20][CH2:21][OH:22])[C:16]=1[F:17])[C:7]([NH:9][O:10][CH2:11][CH2:12][OH:13])=[O:8], predict the reaction product. The product is: [F:3][C:4]1[C:5]([NH:23][C:24]2[CH:29]=[CH:28][C:27]([I:30])=[CH:26][C:25]=2[F:31])=[C:6]([CH:14]=[C:15]([CH2:18][NH:19][CH2:20][CH2:21][OH:22])[C:16]=1[F:17])[C:7]([NH:9][O:10][CH2:11][CH2:12][OH:13])=[O:8]. (7) Given the reactants [N+:1]([C:4]1[CH:5]=[C:6]([C:10]2[CH:15]=[CH:14][N:13]=[C:12]([NH:16][CH2:17][CH2:18][C:19]3[CH:24]=[CH:23][C:22]([O:25][CH3:26])=[C:21]([O:27][CH3:28])[CH:20]=3)[N:11]=2)[CH:7]=[CH:8][CH:9]=1)([O-])=O, predict the reaction product. The product is: [NH2:1][C:4]1[CH:5]=[C:6]([C:10]2[CH:15]=[CH:14][N:13]=[C:12]([NH:16][CH2:17][CH2:18][C:19]3[CH:24]=[CH:23][C:22]([O:25][CH3:26])=[C:21]([O:27][CH3:28])[CH:20]=3)[N:11]=2)[CH:7]=[CH:8][CH:9]=1. (8) Given the reactants Cl.[O:2]1[C:6]2[CH2:7][CH2:8][CH2:9][C:10](=[O:11])[C:5]=2[CH:4]=[N:3]1, predict the reaction product. The product is: [O:2]=[C:6]1[CH2:7][CH2:8][CH2:9][C:10](=[O:11])[CH:5]1[C:4]#[N:3].